From a dataset of Forward reaction prediction with 1.9M reactions from USPTO patents (1976-2016). Predict the product of the given reaction. (1) Given the reactants [Cl:1][C:2]1[C:3]([Cl:11])=[N:4][CH:5]=[C:6]([CH:10]=1)[C:7](Cl)=[O:8].[NH4+:12].[OH-].O, predict the reaction product. The product is: [Cl:1][C:2]1[C:3]([Cl:11])=[N:4][CH:5]=[C:6]([CH:10]=1)[C:7]([NH2:12])=[O:8]. (2) Given the reactants [CH2:1]([O:3][C:4]([C:6]1([C:9]2[CH:14]=[CH:13][C:12]([C:15]3[CH:20]=[CH:19][C:18]([C:21]4[O:25][N:24]=[C:23]([CH3:26])[C:22]=4[CH2:27]Br)=[CH:17][CH:16]=3)=[CH:11][CH:10]=2)[CH2:8][CH2:7]1)=[O:5])[CH3:2].[C:29]1([C:35]2[N:36]=[N:37][NH:38][N:39]=2)[CH:34]=[CH:33][CH:32]=[CH:31][CH:30]=1, predict the reaction product. The product is: [CH2:1]([O:3][C:4]([C:6]1([C:9]2[CH:14]=[CH:13][C:12]([C:15]3[CH:20]=[CH:19][C:18]([C:21]4[O:25][N:24]=[C:23]([CH3:26])[C:22]=4[CH2:27][N:37]4[N:38]=[N:39][C:35]([C:29]5[CH:34]=[CH:33][CH:32]=[CH:31][CH:30]=5)=[N:36]4)=[CH:17][CH:16]=3)=[CH:11][CH:10]=2)[CH2:8][CH2:7]1)=[O:5])[CH3:2]. (3) Given the reactants [CH3:1][O:2][C:3]1[C:11]2[O:10][CH:9]=[C:8]([CH2:12][O:13][C:14]3[CH:22]=[CH:21][CH:20]=[C:19]4[C:15]=3[CH:16]=[C:17]([C:23]([OH:25])=O)[NH:18]4)[C:7]=2[CH:6]=[CH:5][CH:4]=1.[NH2:26][CH:27]1[CH2:32][CH2:31][C:30]([CH2:34][CH2:35][N:36]2[CH2:41][CH2:40][C@H:39]([OH:42])[C@@H:38]([CH3:43])[CH2:37]2)([OH:33])[CH2:29][CH2:28]1, predict the reaction product. The product is: [OH:33][C:30]1([CH2:34][CH2:35][N:36]2[CH2:41][CH2:40][C@H:39]([OH:42])[C@@H:38]([CH3:43])[CH2:37]2)[CH2:31][CH2:32][CH:27]([NH:26][C:23]([C:17]2[NH:18][C:19]3[C:15]([CH:16]=2)=[C:14]([O:13][CH2:12][C:8]2[C:7]4[CH:6]=[CH:5][CH:4]=[C:3]([O:2][CH3:1])[C:11]=4[O:10][CH:9]=2)[CH:22]=[CH:21][CH:20]=3)=[O:25])[CH2:28][CH2:29]1. (4) The product is: [N:1]1[CH:2]=[C:3]([C:10]2[C:15]([O:16][CH3:17])=[CH:14][N:13]=[C:12]([NH:18][C:19]3[CH:24]=[CH:23][C:22]([O:25][CH2:26][C@H:27]4[CH2:31][CH2:30][CH2:29][N:28]4[C:34](=[O:36])[CH3:35])=[CH:21][C:20]=3[O:32][CH3:33])[N:11]=2)[N:4]2[CH:9]=[CH:8][CH:7]=[CH:6][C:5]=12. Given the reactants [N:1]1[CH:2]=[C:3]([C:10]2[C:15]([O:16][CH3:17])=[CH:14][N:13]=[C:12]([NH:18][C:19]3[CH:24]=[CH:23][C:22]([O:25][CH2:26][C@H:27]4[CH2:31][CH2:30][CH2:29][NH:28]4)=[CH:21][C:20]=3[O:32][CH3:33])[N:11]=2)[N:4]2[CH:9]=[CH:8][CH:7]=[CH:6][C:5]=12.[C:34](OC(=O)C)(=[O:36])[CH3:35], predict the reaction product. (5) Given the reactants [CH3:1][O:2][C:3]1[CH:4]=[C:5]2[C:10](=[CH:11][C:12]=1[O:13][CH3:14])[N:9]=[CH:8][CH:7]=[C:6]2[O:15][C:16]1[CH:22]=[CH:21][C:19]([NH2:20])=[CH:18][CH:17]=1.C1(C)C=CC=CC=1.C(N(CC)CC)C.ClC(Cl)(O[C:41](=[O:47])[O:42][C:43](Cl)(Cl)Cl)Cl.[Cl:49][C:50]1[CH:55]=[CH:54][C:53]([S:56][CH2:57][CH2:58]CO)=[C:52]([CH3:61])[CH:51]=1, predict the reaction product. The product is: [CH3:1][O:2][C:3]1[CH:4]=[C:5]2[C:10](=[CH:11][C:12]=1[O:13][CH3:14])[N:9]=[CH:8][CH:7]=[C:6]2[O:15][C:16]1[CH:22]=[CH:21][C:19]([NH:20][C:41](=[O:47])[O:42][CH2:43][CH2:58][CH2:57][S:56][C:53]2[CH:54]=[CH:55][C:50]([Cl:49])=[CH:51][C:52]=2[CH3:61])=[CH:18][CH:17]=1. (6) The product is: [CH:26]1([NH:25][C:23](=[O:24])[C:22]2[CH:29]=[CH:30][CH:31]=[C:20]([B:9]3[O:10][C:11]([CH3:16])([CH3:17])[C:12]([CH3:14])([CH3:15])[O:13]3)[CH:21]=2)[CH2:27][CH2:28]1. Given the reactants [CH3:16][C:11]1([CH3:17])[C:12]([CH3:15])([CH3:14])[O:13][B:9]([B:9]2[O:13][C:12]([CH3:15])([CH3:14])[C:11]([CH3:17])([CH3:16])[O:10]2)[O:10]1.Br[C:20]1[CH:21]=[C:22]([CH:29]=[CH:30][CH:31]=1)[C:23]([NH:25][CH:26]1[CH2:28][CH2:27]1)=[O:24].C([O-])(=O)C.[K+], predict the reaction product. (7) Given the reactants [Br:1]P(Br)(C1C=CC=CC=1)(C1C=CC=CC=1)C1C=CC=CC=1.[CH2:22]([O:27][C:28]1[CH:29]=[C:30]2[C:35](=[CH:36][CH:37]=1)[O:34][CH2:33][C:32]([CH2:38]O)=[CH:31]2)[CH2:23][CH2:24][CH2:25][CH3:26], predict the reaction product. The product is: [CH2:22]([O:27][C:28]1[CH:29]=[C:30]2[C:35](=[CH:36][CH:37]=1)[O:34][CH2:33][C:32]([CH2:38][Br:1])=[CH:31]2)[CH2:23][CH2:24][CH2:25][CH3:26]. (8) Given the reactants [C:1]([O:5][C:6]([NH:8][CH2:9][C:10]1([C:16]([O:18]CC)=[O:17])[CH2:15][CH2:14][O:13][CH2:12][CH2:11]1)=[O:7])([CH3:4])([CH3:3])[CH3:2].[OH-].[Na+], predict the reaction product. The product is: [C:1]([O:5][C:6]([NH:8][CH2:9][C:10]1([C:16]([OH:18])=[O:17])[CH2:11][CH2:12][O:13][CH2:14][CH2:15]1)=[O:7])([CH3:4])([CH3:2])[CH3:3].